From a dataset of NCI-60 drug combinations with 297,098 pairs across 59 cell lines. Regression. Given two drug SMILES strings and cell line genomic features, predict the synergy score measuring deviation from expected non-interaction effect. (1) Cell line: UACC-257. Drug 2: C(CCl)NC(=O)N(CCCl)N=O. Synergy scores: CSS=-1.93, Synergy_ZIP=1.93, Synergy_Bliss=2.91, Synergy_Loewe=-5.37, Synergy_HSA=-2.39. Drug 1: CN(C)C1=NC(=NC(=N1)N(C)C)N(C)C. (2) Drug 1: CN(CC1=CN=C2C(=N1)C(=NC(=N2)N)N)C3=CC=C(C=C3)C(=O)NC(CCC(=O)O)C(=O)O. Drug 2: C1=NC2=C(N1)C(=S)N=CN2. Cell line: NCI-H322M. Synergy scores: CSS=70.7, Synergy_ZIP=-2.80, Synergy_Bliss=-2.76, Synergy_Loewe=-4.04, Synergy_HSA=0.235. (3) Drug 1: C1=CN(C=N1)CC(O)(P(=O)(O)O)P(=O)(O)O. Drug 2: CC1C(C(CC(O1)OC2CC(CC3=C2C(=C4C(=C3O)C(=O)C5=CC=CC=C5C4=O)O)(C(=O)C)O)N)O. Cell line: HCT116. Synergy scores: CSS=36.2, Synergy_ZIP=1.15, Synergy_Bliss=-1.35, Synergy_Loewe=-44.1, Synergy_HSA=-2.02. (4) Synergy scores: CSS=40.8, Synergy_ZIP=5.28, Synergy_Bliss=6.76, Synergy_Loewe=-8.62, Synergy_HSA=3.08. Drug 2: CN1C2=C(C=C(C=C2)N(CCCl)CCCl)N=C1CCCC(=O)O.Cl. Drug 1: C1=C(C(=O)NC(=O)N1)N(CCCl)CCCl. Cell line: COLO 205. (5) Drug 1: C1CCN(CC1)CCOC2=CC=C(C=C2)C(=O)C3=C(SC4=C3C=CC(=C4)O)C5=CC=C(C=C5)O. Drug 2: CC1=C(C(=CC=C1)Cl)NC(=O)C2=CN=C(S2)NC3=CC(=NC(=N3)C)N4CCN(CC4)CCO. Cell line: SW-620. Synergy scores: CSS=9.74, Synergy_ZIP=-0.808, Synergy_Bliss=2.05, Synergy_Loewe=0.0691, Synergy_HSA=0.895. (6) Drug 1: CC1=C(C=C(C=C1)NC2=NC=CC(=N2)N(C)C3=CC4=NN(C(=C4C=C3)C)C)S(=O)(=O)N.Cl. Drug 2: CN(C)N=NC1=C(NC=N1)C(=O)N. Cell line: KM12. Synergy scores: CSS=-1.08, Synergy_ZIP=-7.19, Synergy_Bliss=-14.1, Synergy_Loewe=-13.3, Synergy_HSA=-11.8.